This data is from NCI-60 drug combinations with 297,098 pairs across 59 cell lines. The task is: Regression. Given two drug SMILES strings and cell line genomic features, predict the synergy score measuring deviation from expected non-interaction effect. (1) Drug 1: CC1=C2C(C(=O)C3(C(CC4C(C3C(C(C2(C)C)(CC1OC(=O)C(C(C5=CC=CC=C5)NC(=O)OC(C)(C)C)O)O)OC(=O)C6=CC=CC=C6)(CO4)OC(=O)C)OC)C)OC. Drug 2: CCCCC(=O)OCC(=O)C1(CC(C2=C(C1)C(=C3C(=C2O)C(=O)C4=C(C3=O)C=CC=C4OC)O)OC5CC(C(C(O5)C)O)NC(=O)C(F)(F)F)O. Cell line: NCI/ADR-RES. Synergy scores: CSS=3.52, Synergy_ZIP=-2.28, Synergy_Bliss=-2.03, Synergy_Loewe=-1.18, Synergy_HSA=-1.62. (2) Drug 1: C1=NC2=C(N1)C(=S)N=C(N2)N. Drug 2: B(C(CC(C)C)NC(=O)C(CC1=CC=CC=C1)NC(=O)C2=NC=CN=C2)(O)O. Cell line: HCT-15. Synergy scores: CSS=34.4, Synergy_ZIP=0.672, Synergy_Bliss=1.12, Synergy_Loewe=0.153, Synergy_HSA=0.402.